Predict which catalyst facilitates the given reaction. From a dataset of Catalyst prediction with 721,799 reactions and 888 catalyst types from USPTO. (1) Reactant: [CH2:1]([N:3]([CH2:30][CH3:31])[CH2:4][CH2:5][NH:6][C:7]([C:9]1[C:17]2[CH2:16][CH2:15][CH2:14]/[C:13](=[C:18]3/[C:19](=[O:28])[NH:20][C:21]4[C:26]/3=[CH:25][C:24]([F:27])=[CH:23][CH:22]=4)/[C:12]=2[NH:11][C:10]=1[CH3:29])=[O:8])[CH3:2].C(#N)C.[C:35]1([CH3:45])[CH:40]=[CH:39][C:38]([S:41]([OH:44])(=[O:43])=[O:42])=[CH:37][CH:36]=1. Product: [C:35]1([CH3:45])[CH:36]=[CH:37][C:38]([S:41]([OH:44])(=[O:42])=[O:43])=[CH:39][CH:40]=1.[CH2:30]([N:3]([CH2:1][CH3:2])[CH2:4][CH2:5][NH:6][C:7]([C:9]1[C:17]2[CH2:16][CH2:15][CH2:14]/[C:13](=[C:18]3/[C:19](=[O:28])[NH:20][C:21]4[C:26]/3=[CH:25][C:24]([F:27])=[CH:23][CH:22]=4)/[C:12]=2[NH:11][C:10]=1[CH3:29])=[O:8])[CH3:31]. The catalyst class is: 4. (2) Reactant: [C:1]([O:5][C:6]([C:8]1[C:16]2[CH2:15][C@@H:14]([CH2:17][NH2:18])[N:13]([C@H:19]([C:21]3[CH:26]=[CH:25][CH:24]=[CH:23][CH:22]=3)[CH3:20])[CH2:12][C:11]=2[S:10][C:9]=1[NH2:27])=[O:7])([CH3:4])([CH3:3])[CH3:2].[O:28]([C:35]1[CH:40]=[CH:39][C:38]([N:41]=[C:42]=[O:43])=[CH:37][CH:36]=1)[C:29]1[CH:34]=[CH:33][CH:32]=[CH:31][CH:30]=1. Product: [C:1]([O:5][C:6]([C:8]1[C:16]2[CH2:15][C@@H:14]([CH2:17][NH:18][C:42]([NH:41][C:38]3[CH:39]=[CH:40][C:35]([O:28][C:29]4[CH:30]=[CH:31][CH:32]=[CH:33][CH:34]=4)=[CH:36][CH:37]=3)=[O:43])[N:13]([C@@H:19]([C:21]3[CH:26]=[CH:25][CH:24]=[CH:23][CH:22]=3)[CH3:20])[CH2:12][C:11]=2[S:10][C:9]=1[NH2:27])=[O:7])([CH3:2])([CH3:3])[CH3:4]. The catalyst class is: 4. (3) Reactant: Cl.[C:2]1([CH3:24])[CH:7]=[C:6]([CH3:8])[CH:5]=[C:4]([CH3:9])[C:3]=1[C:10]1[CH:15]=[CH:14][N:13]=[CH:12][C:11]=1[NH:16]C(=O)OC(C)(C)C.[OH-].[Na+]. Product: [C:2]1([CH3:24])[CH:7]=[C:6]([CH3:8])[CH:5]=[C:4]([CH3:9])[C:3]=1[C:10]1[CH:15]=[CH:14][N:13]=[CH:12][C:11]=1[NH2:16]. The catalyst class is: 13. (4) Reactant: C(O[C:5](=[O:7])[CH3:6])(=O)C.C(N(CC)CC)C.[CH2:15]([N:22]1[CH2:26][CH2:25][C:24]([C:34]2[CH:39]=[CH:38][C:37]([NH2:40])=[CH:36][CH:35]=2)([CH2:27][C:28]2[CH:33]=[CH:32][CH:31]=[CH:30][CH:29]=2)[CH2:23]1)[C:16]1[CH:21]=[CH:20][CH:19]=[CH:18][CH:17]=1. Product: [CH2:15]([N:22]1[CH2:26][CH2:25][C:24]([C:34]2[CH:39]=[CH:38][C:37]([NH:40][C:5](=[O:7])[CH3:6])=[CH:36][CH:35]=2)([CH2:27][C:28]2[CH:33]=[CH:32][CH:31]=[CH:30][CH:29]=2)[CH2:23]1)[C:16]1[CH:17]=[CH:18][CH:19]=[CH:20][CH:21]=1. The catalyst class is: 22. (5) Reactant: [Br:1][C:2]1[CH:6]=[N:5][N:4]([CH3:7])[C:3]=1[C:8]1[CH:9]=[C:10]([NH2:20])[CH:11]=[CH:12][C:13]=1[O:14][CH2:15][CH2:16][N:17]([CH3:19])[CH3:18].[F:21][C:22]1[CH:27]=[CH:26][C:25]([N:28]=[C:29]=[O:30])=[CH:24][CH:23]=1. Product: [Br:1][C:2]1[CH:6]=[N:5][N:4]([CH3:7])[C:3]=1[C:8]1[CH:9]=[C:10]([NH:20][C:29]([NH:28][C:25]2[CH:26]=[CH:27][C:22]([F:21])=[CH:23][CH:24]=2)=[O:30])[CH:11]=[CH:12][C:13]=1[O:14][CH2:15][CH2:16][N:17]([CH3:18])[CH3:19]. The catalyst class is: 2. (6) Reactant: [C:1]([O:4][C@H:5]1[C@@H:9]([O:10][C:11](=[O:13])[CH3:12])[C@H:8]([C:14]2[C:18]3[N:19]=[CH:20][N:21]=[C:22]([N:23]=[N+]=[N-])[C:17]=3[NH:16][CH:15]=2)[N:7]([C:26]([O:28][C:29]([CH3:32])([CH3:31])[CH3:30])=[O:27])[C@@H:6]1[CH2:33][O:34][C:35](=[O:37])[CH3:36])(=[O:3])[CH3:2]. Product: [C:1]([O:4][C@H:5]1[C@@H:9]([O:10][C:11](=[O:13])[CH3:12])[C@H:8]([C:14]2[C:18]3[N:19]=[CH:20][N:21]=[C:22]([NH2:23])[C:17]=3[NH:16][CH:15]=2)[N:7]([C:26]([O:28][C:29]([CH3:30])([CH3:31])[CH3:32])=[O:27])[C@@H:6]1[CH2:33][O:34][C:35](=[O:37])[CH3:36])(=[O:3])[CH3:2]. The catalyst class is: 105. (7) Reactant: [NH:1]1[CH2:6][CH2:5][CH:4]([NH:7][C:8](=[O:14])[O:9][C:10]([CH3:13])([CH3:12])[CH3:11])[CH2:3][CH2:2]1.C1C=CC2N(O)N=NC=2C=1.[OH:25][CH2:26][C:27](O)=[O:28].Cl. Product: [OH:28][CH2:27][C:26]([N:1]1[CH2:2][CH2:3][CH:4]([NH:7][C:8](=[O:14])[O:9][C:10]([CH3:11])([CH3:13])[CH3:12])[CH2:5][CH2:6]1)=[O:25]. The catalyst class is: 347. (8) Reactant: Br[CH2:2][CH2:3][CH2:4][NH:5][C:6]([O:8][C:9]([CH3:12])([CH3:11])[CH3:10])=[O:7].C(=O)([O-])[O-].[K+].[K+].[F:19][C:20]1[CH:25]=[CH:24][C:23]([N:26]([CH3:47])[S:27]([C:30]2[CH:39]=[CH:38][C:37]3[NH:36][C:35](=[O:40])[C:34]4[NH:41][CH:42]=[C:43]([C:44]([OH:46])=[O:45])[C:33]=4[C:32]=3[CH:31]=2)(=[O:29])=[O:28])=[CH:22][CH:21]=1. Product: [F:19][C:20]1[CH:25]=[CH:24][C:23]([N:26]([CH3:47])[S:27]([C:30]2[CH:39]=[CH:38][C:37]3[NH:36][C:35](=[O:40])[C:34]4[NH:41][CH:42]=[C:43]([C:44]([O:46][CH2:2][CH2:3][CH2:4][NH:5][C:6]([O:8][C:9]([CH3:12])([CH3:11])[CH3:10])=[O:7])=[O:45])[C:33]=4[C:32]=3[CH:31]=2)(=[O:29])=[O:28])=[CH:22][CH:21]=1. The catalyst class is: 9.